Task: Predict the reaction yield, written as a fraction of the theoretical maximum amount of product (1.0 means a 100% yield; for example, 0.34 means a 34% yield).. Dataset: Reaction yield outcomes from USPTO patents with 853,638 reactions (1) The reactants are [F:1][C:2]([F:23])([F:22])[CH2:3][N:4]1[C:9](=[O:10])[C:8](Cl)=[C:7]([C:12]2[CH:17]=[CH:16][C:15]([S:18]([CH3:21])(=[O:20])=[O:19])=[CH:14][CH:13]=2)[CH:6]=[N:5]1.[Cl:24][C:25]1[CH:26]=[C:27](B(O)O)[CH:28]=[C:29]([Cl:31])[CH:30]=1.[F-].[Cs+]. The catalyst is COCCOC.O.[Pd].C1(P(C2C=CC=CC=2)C2C=CC=CC=2)C=CC=CC=1.C1(P(C2C=CC=CC=2)C2C=CC=CC=2)C=CC=CC=1.C1(P(C2C=CC=CC=2)C2C=CC=CC=2)C=CC=CC=1.C1(P(C2C=CC=CC=2)C2C=CC=CC=2)C=CC=CC=1. The product is [F:1][C:2]([F:23])([F:22])[CH2:3][N:4]1[C:9](=[O:10])[C:8]([C:27]2[CH:26]=[C:25]([Cl:24])[CH:30]=[C:29]([Cl:31])[CH:28]=2)=[C:7]([C:12]2[CH:17]=[CH:16][C:15]([S:18]([CH3:21])(=[O:20])=[O:19])=[CH:14][CH:13]=2)[CH:6]=[N:5]1. The yield is 0.580. (2) The reactants are [F:1][C:2]1[CH:7]=[CH:6][C:5]([C:8]2[C:13]([C:14]([O:16][CH3:17])=[O:15])=[C:12]([CH:18]([CH3:20])[CH3:19])[N:11]=[C:10](O)[N:9]=2)=[CH:4][CH:3]=1.C(=O)([O-])[O-].[K+].[K+].C1(C)C=CC(S(Cl)(=O)=O)=CC=1.[CH3:39][NH:40][S:41]([CH3:44])(=[O:43])=[O:42]. The catalyst is CC(C)=O.O.C(OCCCC)(=O)C. The product is [F:1][C:2]1[CH:7]=[CH:6][C:5]([C:8]2[C:13]([C:14]([O:16][CH3:17])=[O:15])=[C:12]([CH:18]([CH3:20])[CH3:19])[N:11]=[C:10]([N:40]([CH3:39])[S:41]([CH3:44])(=[O:43])=[O:42])[N:9]=2)=[CH:4][CH:3]=1. The yield is 0.860. (3) The reactants are C(O)C.[C:4]([C:7]1[CH:8]=[CH:9][C:10]([O:30]CC2C=CC=CC=2)=[C:11]([CH:29]=1)[C:12]([NH:14][C:15]1[CH:20]=[C:19]([C:21]([F:24])([F:23])[F:22])[CH:18]=[C:17]([C:25]([F:28])([F:27])[F:26])[CH:16]=1)=[O:13])(=[O:6])[CH3:5]. The catalyst is [C].[Pd].O1CCCC1. The product is [C:4]([C:7]1[CH:8]=[CH:9][C:10]([OH:30])=[C:11]([CH:29]=1)[C:12]([NH:14][C:15]1[CH:16]=[C:17]([C:25]([F:26])([F:27])[F:28])[CH:18]=[C:19]([C:21]([F:22])([F:23])[F:24])[CH:20]=1)=[O:13])(=[O:6])[CH3:5]. The yield is 0.470. (4) The reactants are [F:1][C:2]([F:25])([F:24])[C:3]1[CH:4]=[C:5]([NH:13][C:14](SC)=[C:15]([S:18]([CH3:21])(=[O:20])=[O:19])[C:16]#[N:17])[CH:6]=[C:7]([C:9]([F:12])([F:11])[F:10])[CH:8]=1.[CH3:26][CH:27]([NH2:32])[C:28]([CH3:31])([CH3:30])[CH3:29]. No catalyst specified. The product is [F:1][C:2]([F:24])([F:25])[C:3]1[CH:4]=[C:5]([NH:13][C:14]([NH:32][CH:27]([CH3:26])[C:28]([CH3:31])([CH3:30])[CH3:29])=[C:15]([S:18]([CH3:21])(=[O:20])=[O:19])[C:16]#[N:17])[CH:6]=[C:7]([C:9]([F:12])([F:10])[F:11])[CH:8]=1. The yield is 0.570.